This data is from Full USPTO retrosynthesis dataset with 1.9M reactions from patents (1976-2016). The task is: Predict the reactants needed to synthesize the given product. (1) Given the product [Cl:25][C:26]1[CH:27]=[C:28]([CH2:32][CH2:33][NH:34][CH2:21][C:20]2[CH:23]=[CH:24][C:17]([C:15]3[O:14][N:13]=[C:12]([CH2:1][CH2:2][CH2:3][CH2:4][CH2:5][CH2:6][CH2:7][CH2:8][CH2:9][CH2:10][CH3:11])[N:16]=3)=[CH:18][CH:19]=2)[CH:29]=[CH:30][CH:31]=1, predict the reactants needed to synthesize it. The reactants are: [CH2:1]([C:12]1[N:16]=[C:15]([C:17]2[CH:24]=[CH:23][C:20]([CH:21]=O)=[CH:19][CH:18]=2)[O:14][N:13]=1)[CH2:2][CH2:3][CH2:4][CH2:5][CH2:6][CH2:7][CH2:8][CH2:9][CH2:10][CH3:11].[Cl:25][C:26]1[CH:27]=[C:28]([CH2:32][CH2:33][NH2:34])[CH:29]=[CH:30][CH:31]=1. (2) Given the product [CH3:11][C:10]1[S:9][C:8]([C:12]2[CH:17]=[CH:16][CH:15]=[CH:14][CH:13]=2)=[N:7][C:6]=1[CH2:5][CH2:4][NH2:1], predict the reactants needed to synthesize it. The reactants are: [N:1]([CH2:4][CH2:5][C:6]1[N:7]=[C:8]([C:12]2[CH:17]=[CH:16][CH:15]=[CH:14][CH:13]=2)[S:9][C:10]=1[CH3:11])=[N+]=[N-].C1(P(C2C=CC=CC=2)C2C=CC=CC=2)C=CC=CC=1. (3) Given the product [F:32][C:33]([F:38])([F:37])[C:34]([OH:36])=[O:35].[CH2:1]([O:8][CH2:9][CH2:10][CH2:11][CH2:12][O:13][C:14]1([C:25]2[CH:30]=[CH:29][CH:28]=[CH:27][C:26]=2[CH3:31])[CH2:17][NH:16][CH2:15]1)[C:2]1[CH:7]=[CH:6][CH:5]=[CH:4][CH:3]=1, predict the reactants needed to synthesize it. The reactants are: [CH2:1]([O:8][CH2:9][CH2:10][CH2:11][CH2:12][O:13][C:14]1([C:25]2[CH:30]=[CH:29][CH:28]=[CH:27][C:26]=2[CH3:31])[CH2:17][N:16](C(OC(C)(C)C)=O)[CH2:15]1)[C:2]1[CH:7]=[CH:6][CH:5]=[CH:4][CH:3]=1.[F:32][C:33]([F:38])([F:37])[C:34]([OH:36])=[O:35]. (4) Given the product [CH3:1][O:2][C:3]1[CH:4]=[C:5]2[C:9](=[CH:10][CH:11]=1)[N:8]([C:12]1[CH:17]=[C:16]([CH3:18])[N:15]=[C:14]([C:19]3[CH:24]=[CH:23][CH:22]=[CH:21][CH:20]=3)[N:13]=1)[C:7]([CH3:25])=[C:6]2[CH2:26][C:27]([O:29][CH2:30][CH3:31])=[O:28], predict the reactants needed to synthesize it. The reactants are: [CH3:1][O:2][C:3]1[CH:4]=[C:5]2[C:9](=[CH:10][CH:11]=1)[N:8]([C:12]1[CH:17]=[C:16]([CH3:18])[N:15]=[C:14]([C:19]3[CH:24]=[CH:23][CH:22]=[CH:21][CH:20]=3)[N:13]=1)[CH:7]([CH3:25])[CH:6]2[CH2:26][C:27]([O:29][CH2:30][CH3:31])=[O:28]. (5) Given the product [N:11]1([C:2]2[CH:9]=[CH:8][CH:7]=[CH:6][C:3]=2[C:4]#[N:5])[CH:15]=[CH:14][N:13]=[CH:12]1, predict the reactants needed to synthesize it. The reactants are: F[C:2]1[CH:9]=[CH:8][CH:7]=[CH:6][C:3]=1[C:4]#[N:5].[Na].[NH:11]1[CH:15]=[CH:14][N:13]=[CH:12]1. (6) Given the product [Cl:27][C:22]1[CH:21]=[C:20]([CH:25]=[CH:24][C:23]=1[Cl:26])[CH2:19][NH:18][C:12]1[C:11]2[C:16](=[C:7]([O:6][CH2:5][CH2:4][NH:3][S:30]([C:29]([F:35])([F:34])[F:28])(=[O:32])=[O:31])[CH:8]=[CH:9][CH:10]=2)[N:15]=[C:14]([CH3:17])[CH:13]=1, predict the reactants needed to synthesize it. The reactants are: Cl.Cl.[NH2:3][CH2:4][CH2:5][O:6][C:7]1[CH:8]=[CH:9][CH:10]=[C:11]2[C:16]=1[N:15]=[C:14]([CH3:17])[CH:13]=[C:12]2[NH:18][CH2:19][C:20]1[CH:25]=[CH:24][C:23]([Cl:26])=[C:22]([Cl:27])[CH:21]=1.[F:28][C:29]([F:35])([F:34])[S:30](Cl)(=[O:32])=[O:31].